This data is from Full USPTO retrosynthesis dataset with 1.9M reactions from patents (1976-2016). The task is: Predict the reactants needed to synthesize the given product. (1) Given the product [NH2:33][C:27]1[CH:26]=[C:25]2[C:30]([C:31](=[O:32])[N:22]([CH2:21][C:4]3([OH:3])[CH2:9][CH2:8][N:7]([C:10](=[O:20])[CH2:11][CH:12]([C:14]4[CH:15]=[CH:16][CH:17]=[CH:18][CH:19]=4)[CH3:13])[CH2:6][CH2:5]3)[CH:23]=[N:24]2)=[CH:29][CH:28]=1, predict the reactants needed to synthesize it. The reactants are: [Cl-].[NH4+].[OH:3][C:4]1([CH2:21][N:22]2[C:31](=[O:32])[C:30]3[C:25](=[CH:26][C:27]([N+:33]([O-])=O)=[CH:28][CH:29]=3)[N:24]=[CH:23]2)[CH2:9][CH2:8][N:7]([C:10](=[O:20])[CH2:11][CH:12]([C:14]2[CH:19]=[CH:18][CH:17]=[CH:16][CH:15]=2)[CH3:13])[CH2:6][CH2:5]1. (2) Given the product [CH3:18][N:14]([CH2:15][CH2:16][CH3:17])[C:12]1[C:42]([C:44]([F:47])([F:46])[F:45])=[CH:10][C:9]2[NH:23][C:24](=[O:40])[CH2:25][C:26]([C:27]3[CH:32]=[CH:31][CH:30]=[C:29]([C:33]4[CH:38]=[N:37][CH:36]=[CH:35][N:34]=4)[CH:28]=3)=[N:7][C:8]=2[CH:13]=1, predict the reactants needed to synthesize it. The reactants are: C(OC(=O)[NH:7][C:8]1[CH:13]=[C:12]([N:14]([CH3:18])[CH2:15][CH2:16][CH3:17])C(C(F)(F)F)=[CH:10][C:9]=1[NH:23][C:24](=[O:40])[CH2:25][C:26](=O)[C:27]1[CH:32]=[CH:31][CH:30]=[C:29]([C:33]2[CH:38]=[N:37][CH:36]=[CH:35][N:34]=2)[CH:28]=1)(C)(C)C.[C:42](O)([C:44]([F:47])([F:46])[F:45])=O. (3) Given the product [C:21]1([C:30]2[CH:35]=[CH:34][CH:33]=[CH:32][CH:31]=2)[CH:26]=[CH:25][CH:24]=[CH:23][C:22]=1[C:27]([N:3]1[CH2:4][C@@H:5]2[C@@H:1]([CH2:6]2)[C@H:2]1[CH2:7][NH:8][C:9]1[CH:18]=[N:17][C:16]2[C:11](=[CH:12][C:13]([F:20])=[C:14]([F:19])[CH:15]=2)[N:10]=1)=[O:28], predict the reactants needed to synthesize it. The reactants are: [C@@H:1]12[CH2:6][C@@H:5]1[CH2:4][NH:3][C@@H:2]2[CH2:7][NH:8][C:9]1[CH:18]=[N:17][C:16]2[C:11](=[CH:12][C:13]([F:20])=[C:14]([F:19])[CH:15]=2)[N:10]=1.[C:21]1([C:30]2[CH:35]=[CH:34][CH:33]=[CH:32][CH:31]=2)[C:22]([C:27](O)=[O:28])=[CH:23][CH:24]=[CH:25][CH:26]=1. (4) Given the product [C:28]([N:35]1[CH2:18][CH2:17][CH2:16][C:15](=[CH2:20])[CH2:8]1)([O:30][C:31]([CH3:34])([CH3:33])[CH3:32])=[O:29], predict the reactants needed to synthesize it. The reactants are: [I-].C1([C:8]([PH3+])([C:15]2[CH:20]=C[CH:18]=[CH:17][CH:16]=2)C2C=CC=CC=2)C=CC=CC=1.C([O-])(C)(C)C.[K+].[C:28]([N:35]1CCCC(=O)C1)([O:30][C:31]([CH3:34])([CH3:33])[CH3:32])=[O:29]. (5) Given the product [CH2:62]([O:64][C:65](=[O:84])[CH2:66][C:67]1[C:71]2[CH:72]=[CH:73][C:74]([S:56][CH2:55][C:54]3[CH:57]=[CH:58][C:59]([Cl:61])=[CH:60][C:53]=3[Cl:52])=[CH:75][C:70]=2[S:69][CH:68]=1)[CH3:63], predict the reactants needed to synthesize it. The reactants are: C1(P(C2C=CC=CC=2)C2C3OC4C(=CC=CC=4P(C4C=CC=CC=4)C4C=CC=CC=4)C(C)(C)C=3C=CC=2)C=CC=CC=1.CCN(C(C)C)C(C)C.[Cl:52][C:53]1[CH:60]=[C:59]([Cl:61])[CH:58]=[CH:57][C:54]=1[CH2:55][SH:56].[CH2:62]([O:64][C:65](=[O:84])[CH2:66][C:67]1[C:71]2[CH:72]=[CH:73][C:74](OS(C(F)(F)F)(=O)=O)=[CH:75][C:70]=2[S:69][CH:68]=1)[CH3:63]. (6) Given the product [CH3:29][C:27]1[C:26]([N:7]2[CH2:8][CH:4]3[CH:5]([CH2:1][N:2]([C:9]([C:11]4[CH:16]=[CH:15][CH:14]=[CH:13][C:12]=4[C:17]4[S:18][CH:19]=[CH:20][CH:21]=4)=[O:10])[CH2:3]3)[CH2:6]2)=[N:25][C:24]([CH3:30])=[CH:23][N:28]=1, predict the reactants needed to synthesize it. The reactants are: [CH2:1]1[CH:5]2[CH2:6][NH:7][CH2:8][CH:4]2[CH2:3][N:2]1[C:9]([C:11]1[CH:16]=[CH:15][CH:14]=[CH:13][C:12]=1[C:17]1[S:18][CH:19]=[CH:20][CH:21]=1)=[O:10].Cl[C:23]1[C:24]([CH3:30])=[N:25][CH:26]=[C:27]([CH3:29])[N:28]=1. (7) Given the product [Cl:42][C:43]1[CH:60]=[CH:59][C:46]([CH2:47][N:48]2[C:56](=[O:57])[C:55]3[C:50](=[CH:51][CH:52]=[CH:53][CH:54]=3)[C:49]2=[O:58])=[CH:45][C:44]=1[CH:61]1[CH2:66][CH2:65][N:64]([C:19]([C:6]2[N:5]([CH2:4][CH2:3][O:2][CH3:1])[C:13]3[C:8]([CH:7]=2)=[CH:9][CH:10]=[CH:11][C:12]=3[O:14][C:15]([F:17])([F:18])[F:16])=[O:20])[CH2:63][CH2:62]1, predict the reactants needed to synthesize it. The reactants are: [CH3:1][O:2][CH2:3][CH2:4][N:5]1[C:13]2[C:8](=[CH:9][CH:10]=[CH:11][C:12]=2[O:14][C:15]([F:18])([F:17])[F:16])[CH:7]=[C:6]1[C:19](O)=[O:20].Cl.CN(C)CCCN=C=NCC.C(N(CC)CC)C.Cl.[Cl:42][C:43]1[CH:60]=[CH:59][C:46]([CH2:47][N:48]2[C:56](=[O:57])[C:55]3[C:50](=[CH:51][CH:52]=[CH:53][CH:54]=3)[C:49]2=[O:58])=[CH:45][C:44]=1[CH:61]1[CH2:66][CH2:65][NH:64][CH2:63][CH2:62]1. (8) Given the product [ClH:36].[ClH:43].[CH3:37][N:38]([CH3:42])[CH2:39][CH2:40][NH:41][C:18](=[O:20])[C:17]1[CH:21]=[CH:22][CH:23]=[C:15]([S:14][C:12]2[CH:11]=[CH:10][N:9]=[C:8]([NH:7][C:4]3[S:5][CH:6]=[C:2]([CH3:1])[N:3]=3)[CH:13]=2)[CH:16]=1, predict the reactants needed to synthesize it. The reactants are: [CH3:1][C:2]1[N:3]=[C:4]([NH:7][C:8]2[CH:13]=[C:12]([S:14][C:15]3[CH:16]=[C:17]([CH:21]=[CH:22][CH:23]=3)[C:18]([OH:20])=O)[CH:11]=[CH:10][N:9]=2)[S:5][CH:6]=1.C(N(CC)CC)C.C([Cl:36])(=O)OCC.[CH3:37][N:38]([CH3:42])[CH2:39][CH2:40][NH2:41].[ClH:43]. (9) Given the product [F:16][C:11]1[C:10]([CH3:17])=[C:9]([O:8][C:6]2[CH:5]=[CH:4][N:3]=[C:2]([C:22]3[CH:21]=[N:20][N:19]([CH3:18])[CH:23]=3)[CH:7]=2)[CH:14]=[CH:13][C:12]=1[NH2:15], predict the reactants needed to synthesize it. The reactants are: Cl[C:2]1[CH:7]=[C:6]([O:8][C:9]2[CH:14]=[CH:13][C:12]([NH2:15])=[C:11]([F:16])[C:10]=2[CH3:17])[CH:5]=[CH:4][N:3]=1.[CH3:18][N:19]1[CH:23]=[C:22](B2OC(C)(C)C(C)(C)O2)[CH:21]=[N:20]1.C([O-])([O-])=O.[Na+].[Na+]. (10) The reactants are: [NH2:1][C:2]1[CH:7]=[C:6]([CH:8]([OH:13])[C:9]([F:12])([F:11])[F:10])[CH:5]=[CH:4][N:3]=1.[C:14]([NH:18][C:19]1[N:20]=[C:21](Cl)[CH:22]=[C:23]2[C:28]=1[C:27](=[O:29])[N:26]([CH2:30][CH2:31][OH:32])[CH:25]=[CH:24]2)([CH3:17])([CH3:16])[CH3:15].C([O-])([O-])=O.[Cs+].[Cs+]. Given the product [C:14]([NH:18][C:19]1[N:20]=[C:21]([NH:1][C:2]2[CH:7]=[C:6]([CH:8]([OH:13])[C:9]([F:10])([F:12])[F:11])[CH:5]=[CH:4][N:3]=2)[CH:22]=[C:23]2[C:28]=1[C:27](=[O:29])[N:26]([CH2:30][CH2:31][OH:32])[CH:25]=[CH:24]2)([CH3:17])([CH3:16])[CH3:15], predict the reactants needed to synthesize it.